Task: Predict the product of the given reaction.. Dataset: Forward reaction prediction with 1.9M reactions from USPTO patents (1976-2016) Given the reactants [Cl:1][CH2:2][CH2:3][O:4][C:5]1[CH:10]=[CH:9][CH:8]=[CH:7][C:6]=1[C:11]([NH:14][C:15]1[C:16](=[O:32])[N:17]([C:21]2[CH:22]=[C:23]([CH:27]=[C:28]([F:31])[C:29]=2[CH3:30])[C:24]([OH:26])=O)[CH:18]=[CH:19][N:20]=1)([CH3:13])[CH3:12].[B-](F)(F)(F)F.CN([C:41]([O:45][N:46]1N=NC2C1=CC=CC=2)=[N+](C)C)C.C(N(CC)C(C)C)(C)C.Cl.CON, predict the reaction product. The product is: [Cl:1][CH2:2][CH2:3][O:4][C:5]1[CH:10]=[CH:9][CH:8]=[CH:7][C:6]=1[C:11]([NH:14][C:15]1[C:16](=[O:32])[N:17]([C:21]2[CH:22]=[C:23]([CH:27]=[C:28]([F:31])[C:29]=2[CH3:30])[C:24]([NH:46][O:45][CH3:41])=[O:26])[CH:18]=[CH:19][N:20]=1)([CH3:12])[CH3:13].